The task is: Predict the reactants needed to synthesize the given product.. This data is from Full USPTO retrosynthesis dataset with 1.9M reactions from patents (1976-2016). (1) Given the product [N+:11]([C:5]1[C:6]2=[N:7][O:8][N:9]=[C:10]2[C:2]([S:14][CH2:15][CH2:16][C:17]([OH:19])=[O:18])=[CH:3][CH:4]=1)([O-:13])=[O:12], predict the reactants needed to synthesize it. The reactants are: Cl[C:2]1[C:10]2[C:6](=[N:7][O:8][N:9]=2)[C:5]([N+:11]([O-:13])=[O:12])=[CH:4][CH:3]=1.[SH:14][CH2:15][CH2:16][C:17]([OH:19])=[O:18].N1C=CC=CC=1. (2) Given the product [CH2:1]([CH:4]1[CH2:8][N:7]([C:9]([O:11][C:12]([CH3:15])([CH3:14])[CH3:13])=[O:10])[CH2:6][C:5]1([C:23](=[O:34])[NH:24][C:25]1[CH:30]=[CH:29][CH:28]=[CH:27][C:26]=1[NH2:31])[NH:16][C:17](=[O:22])[C:18]([F:20])([F:21])[F:19])[CH:2]=[CH2:3], predict the reactants needed to synthesize it. The reactants are: [CH2:1]([CH:4]1[CH2:8][N:7]([C:9]([O:11][C:12]([CH3:15])([CH3:14])[CH3:13])=[O:10])[CH2:6][C:5]1([C:23](=[O:34])[NH:24][C:25]1[CH:30]=[CH:29][CH:28]=[CH:27][C:26]=1[N+:31]([O-])=O)[NH:16][C:17](=[O:22])[C:18]([F:21])([F:20])[F:19])[CH:2]=[CH2:3].[Cl-].[NH4+]. (3) Given the product [F:1][C:2]1[C:7]([O:8][CH3:9])=[CH:6][C:5]([O:10][CH3:11])=[C:4]([F:12])[C:3]=1[N:13]1[CH2:18][C:17]2[CH:19]=[N:20][C:21]3[NH:25][C:24]([CH2:26][CH2:27][CH2:28][N:37]4[CH2:38][CH2:39][N:34]([CH2:32][CH3:33])[CH2:35][CH2:36]4)=[CH:23][C:22]=3[C:16]=2[N:15]([CH3:30])[C:14]1=[O:31], predict the reactants needed to synthesize it. The reactants are: [F:1][C:2]1[C:7]([O:8][CH3:9])=[CH:6][C:5]([O:10][CH3:11])=[C:4]([F:12])[C:3]=1[N:13]1[CH2:18][C:17]2[CH:19]=[N:20][C:21]3[NH:25][C:24]([CH2:26][CH2:27][CH:28]=O)=[CH:23][C:22]=3[C:16]=2[N:15]([CH3:30])[C:14]1=[O:31].[CH2:32]([N:34]1[CH2:39][CH2:38][NH:37][CH2:36][CH2:35]1)[CH3:33].C(O)(=O)C.C([BH3-])#N.[Na+]. (4) Given the product [ClH:15].[ClH:1].[Cl:15][C:16]1[CH:21]=[CH:20][CH:19]=[CH:18][C:17]=1[C:22]1[O:26][C:25]([C:27]([N:29]2[CH2:34][CH2:33][NH:32][CH2:31][CH:30]2[CH2:42][O:43][C:44]2[CH:45]=[N:46][CH:47]=[CH:48][CH:49]=2)=[O:28])=[CH:24][CH:23]=1, predict the reactants needed to synthesize it. The reactants are: [ClH:1].O1CCOCC1.OC(C(F)(F)F)=O.[Cl:15][C:16]1[CH:21]=[CH:20][CH:19]=[CH:18][C:17]=1[C:22]1[O:26][C:25]([C:27]([N:29]2[CH2:34][CH2:33][N:32](C(OC(C)(C)C)=O)[CH2:31][CH:30]2[CH2:42][O:43][C:44]2[CH:45]=[N:46][CH:47]=[CH:48][CH:49]=2)=[O:28])=[CH:24][CH:23]=1.